This data is from Forward reaction prediction with 1.9M reactions from USPTO patents (1976-2016). The task is: Predict the product of the given reaction. Given the reactants [CH3:1][O:2][C:3]1[CH:4]=[C:5]([CH:17]=[C:18]([O:22][CH3:23])[C:19]=1[O:20][CH3:21])[CH2:6][CH2:7][C:8]1[CH:9]=[C:10]2[C:14](=[CH:15][CH:16]=1)[NH:13][CH:12]=[CH:11]2.[BH3-]C#N.[Na+], predict the reaction product. The product is: [CH3:1][O:2][C:3]1[CH:4]=[C:5]([CH:17]=[C:18]([O:22][CH3:23])[C:19]=1[O:20][CH3:21])[CH2:6][CH2:7][C:8]1[CH:9]=[C:10]2[C:14](=[CH:15][CH:16]=1)[NH:13][CH2:12][CH2:11]2.